This data is from HIV replication inhibition screening data with 41,000+ compounds from the AIDS Antiviral Screen. The task is: Binary Classification. Given a drug SMILES string, predict its activity (active/inactive) in a high-throughput screening assay against a specified biological target. (1) The result is 0 (inactive). The molecule is CC12CCCN1C(=O)C1(C)CCCN1C2=O. (2) The compound is CC(CC(=O)Nc1ccc(C)cc1C)=NNC(=N)N. The result is 0 (inactive). (3) The compound is S=C(NN=C1C(NNC(=S)NC23CC4CC(CC(C4)C2)C3)=Nc2ccccc21)NC12CC3CC(CC(C3)C1)C2. The result is 0 (inactive). (4) The drug is CCC1(O)CC2CN(CCc3c([nH]c4ccccc34)C(C(=O)OC)(c3cc4c(cc3OC)N(C)C3C(O)(C(=O)OC)C(OC(C)=O)C5(CC)C=CCN6CCC43C65)C2)C1.O=S(=O)(O)O. The result is 0 (inactive).